From a dataset of HIV replication inhibition screening data with 41,000+ compounds from the AIDS Antiviral Screen. Binary Classification. Given a drug SMILES string, predict its activity (active/inactive) in a high-throughput screening assay against a specified biological target. (1) The drug is O=c1c(=Cc2ccccc2F)sc2nc3ccccc3n12. The result is 0 (inactive). (2) The result is 0 (inactive). The compound is CC(O[Si](C)(C)C(C)(C)C)C(NC(=O)OCC(Cl)(Cl)Cl)C(=O)O. (3) The compound is CC(C)(C)OC(=O)NCC(C#N)CNC(=O)OC(C)(C)C. The result is 0 (inactive). (4) The result is 0 (inactive). The drug is Cc1cc2c(C)n(Cc3ccccc3Cl)nc2c(C(=O)O)c1C. (5) The molecule is COc1ccc2c(c1)CC1(O)COc3cc(OC)ccc3C1O2. The result is 0 (inactive). (6) The molecule is CC(N)C(=O)NC(CO)C(=O)NC(Cc1ccc(O)cc1)C(=O)NC(CO)C(=O)NC(C(=O)O)C(C)O. The result is 0 (inactive). (7) The compound is C[N+](C)(C)CC(=O)NN=C(Cc1nc2ccc(Cl)cc2nc1O)C1=Nc2cc(Cl)c(S(N)(=O)=O)cc2S(=O)(O)=N1.[Cl-]. The result is 0 (inactive). (8) The molecule is Oc1nc2nc3ccccc3nc2nc1O.[KH]. The result is 0 (inactive).